Dataset: Reaction yield outcomes from USPTO patents with 853,638 reactions. Task: Predict the reaction yield, written as a fraction of the theoretical maximum amount of product (1.0 means a 100% yield; for example, 0.34 means a 34% yield). (1) The catalyst is CS(C)=O.O. The product is [C:3]([O:7][C:8]([NH:10][C@@H:11]1[CH2:19][C:18]2[C:13](=[CH:14][CH:15]=[CH:16][CH:17]=2)[C@H:12]1[CH2:20][C:21]([O:23][CH3:24])=[O:22])=[O:9])([CH3:6])([CH3:5])[CH3:4]. The yield is 0.680. The reactants are [Cl-].[Na+].[C:3]([O:7][C:8]([NH:10][C@@H:11]1[CH2:19][C:18]2[C:13](=[CH:14][CH:15]=[CH:16][CH:17]=2)[C@H:12]1[CH:20](C(OC)=O)[C:21]([O:23][CH3:24])=[O:22])=[O:9])([CH3:6])([CH3:5])[CH3:4]. (2) The reactants are [CH3:1][O:2][C:3]1[CH:26]=[CH:25][C:6]([CH2:7][N:8]2[CH:12]=[C:11]([C:13]3[N:14]=[C:15]([NH:18][C:19]4[CH:24]=[CH:23][CH:22]=[CH:21][N:20]=4)[S:16][CH:17]=3)[CH:10]=[N:9]2)=[CH:5][CH:4]=1.[Br:27]N1C(=O)CCC1=O. The catalyst is CN(C=O)C.C([O-])([O-])=O.[Na+].[Na+].O. The product is [CH3:1][O:2][C:3]1[CH:4]=[CH:5][C:6]([CH2:7][N:8]2[CH:12]=[C:11]([C:13]3[N:14]=[C:15]([NH:18][C:19]4[CH:24]=[CH:23][CH:22]=[CH:21][N:20]=4)[S:16][C:17]=3[Br:27])[CH:10]=[N:9]2)=[CH:25][CH:26]=1. The yield is 0.960. (3) The reactants are [N+:1]([C:4]1[CH:9]=[C:8]([C:10]([F:13])([F:12])[F:11])[CH:7]=[CH:6][C:5]=1[C:14]1[CH:19]=[CH:18][C:17]([C:20]([O:22][CH2:23][CH3:24])=[O:21])=[CH:16][CH:15]=1)([O-])=O. The catalyst is P(OCC)(OCC)OCC. The product is [F:11][C:10]([F:13])([F:12])[C:8]1[CH:9]=[C:4]2[C:5]([C:14]3[CH:19]=[CH:18][C:17]([C:20]([O:22][CH2:23][CH3:24])=[O:21])=[CH:16][C:15]=3[NH:1]2)=[CH:6][CH:7]=1. The yield is 0.350. (4) The reactants are [C:1]([C:3]1[N:8]=[C:7]([C:9]2[CH:14]=[CH:13][C:12]([C:15]([CH3:20])([CH3:19])[C:16]([OH:18])=O)=[CH:11][CH:10]=2)[CH:6]=[N:5][CH:4]=1)#[N:2].[NH2:21][CH:22]([CH2:25][CH3:26])[CH2:23][OH:24]. No catalyst specified. The product is [C:1]([C:3]1[N:8]=[C:7]([C:9]2[CH:10]=[CH:11][C:12]([C:15]([CH3:20])([CH3:19])[C:16]([NH:21][C@@H:22]([CH2:25][CH3:26])[CH2:23][OH:24])=[O:18])=[CH:13][CH:14]=2)[CH:6]=[N:5][CH:4]=1)#[N:2]. The yield is 0.370. (5) The catalyst is CN(C)C=O. The yield is 0.740. The reactants are [CH:1]1([C:4]2[NH:13][C:7]3=[N+:8]([O-])[CH:9]=[CH:10][CH:11]=[C:6]3[CH:5]=2)[CH2:3][CH2:2]1.CS([Cl:18])(=O)=O.O.[OH-].[Na+]. The product is [Cl:18][C:11]1[CH:10]=[CH:9][N:8]=[C:7]2[NH:13][C:4]([CH:1]3[CH2:3][CH2:2]3)=[CH:5][C:6]=12. (6) The reactants are [O:1]=[C:2]1[CH2:7][O:6][CH2:5][CH2:4][N:3]1[C:8]1[CH:18]=[CH:17][C:11]([C:12]([O:14][CH2:15][CH3:16])=[O:13])=[CH:10][CH:9]=1. The catalyst is [C].[Rh].C(O)C. The product is [O:1]=[C:2]1[CH2:7][O:6][CH2:5][CH2:4][N:3]1[CH:8]1[CH2:9][CH2:10][CH:11]([C:12]([O:14][CH2:15][CH3:16])=[O:13])[CH2:17][CH2:18]1. The yield is 0.976. (7) The reactants are C1(P(C2CCCCC2)C2CCCCC2)CCCCC1.[CH2:20]([O:22][C:23]([C:25]1[NH:26][C:27]2[C:32]([CH:33]=1)=[CH:31][C:30](Br)=[CH:29][CH:28]=2)=[O:24])[CH3:21].CC([O-])=O.[K+].[B:40]1([B:40]2[O:44][C:43]([CH3:46])([CH3:45])[C:42]([CH3:48])([CH3:47])[O:41]2)[O:44][C:43]([CH3:46])([CH3:45])[C:42]([CH3:48])([CH3:47])[O:41]1. The catalyst is C1C=CC(/C=C/C(/C=C/C2C=CC=CC=2)=O)=CC=1.C1C=CC(/C=C/C(/C=C/C2C=CC=CC=2)=O)=CC=1.C1C=CC(/C=C/C(/C=C/C2C=CC=CC=2)=O)=CC=1.[Pd].[Pd].O1CCOCC1. The product is [CH2:20]([O:22][C:23]([C:25]1[NH:26][C:27]2[C:32]([CH:33]=1)=[CH:31][C:30]([B:40]1[O:44][C:43]([CH3:46])([CH3:45])[C:42]([CH3:48])([CH3:47])[O:41]1)=[CH:29][CH:28]=2)=[O:24])[CH3:21]. The yield is 0.460. (8) The reactants are [ClH:1].[F:2][C:3]1([F:17])[C:7]([F:9])([F:8])[CH2:6][N:5](CC2C=CC=CC=2)[CH2:4]1.[H][H]. The catalyst is [Pd].C(O)C. The product is [ClH:1].[F:2][C:3]1([F:17])[C:7]([F:9])([F:8])[CH2:6][NH:5][CH2:4]1. The yield is 0.980. (9) The reactants are C([N:4]1[CH:8]=[CH:7][N:6]=[C:5]1[C:9]1[S:13][C:12]([C:14]2[CH:19]=[CH:18][N:17]=[C:16]([CH3:20])[CH:15]=2)=[CH:11][C:10]=1[C:21]1[CH:26]=[CH:25][C:24]([Cl:27])=[CH:23][C:22]=1[Cl:28])C=C.C1([SiH3])C=CC=CC=1.C(O)(=O)C. The catalyst is C(Cl)Cl.C1C=CC([P]([Pd]([P](C2C=CC=CC=2)(C2C=CC=CC=2)C2C=CC=CC=2)([P](C2C=CC=CC=2)(C2C=CC=CC=2)C2C=CC=CC=2)[P](C2C=CC=CC=2)(C2C=CC=CC=2)C2C=CC=CC=2)(C2C=CC=CC=2)C2C=CC=CC=2)=CC=1. The product is [Cl:28][C:22]1[CH:23]=[C:24]([Cl:27])[CH:25]=[CH:26][C:21]=1[C:10]1[CH:11]=[C:12]([C:14]2[CH:19]=[CH:18][N:17]=[C:16]([CH3:20])[CH:15]=2)[S:13][C:9]=1[C:5]1[NH:6][CH:7]=[CH:8][N:4]=1. The yield is 0.490. (10) The reactants are [C:1]([O:4][CH2:5][CH2:6][O:7][C:8]1[C:12]([C:13]2[CH:18]=[CH:17][C:16]([CH3:19])=[CH:15][CH:14]=2)=[C:11]([NH2:20])[N:10]([CH2:21]C2C=CC=CC=2)[N:9]=1)(=O)[CH3:2].[H-].[Na+]. The catalyst is CC(N(C)C)=O. The product is [CH2:1]([O:4][CH2:5][CH2:6][O:7][C:8]1[C:12]([C:13]2[CH:14]=[CH:15][C:16]([CH3:19])=[CH:17][CH:18]=2)=[C:11]([NH2:20])[N:10]([CH3:21])[N:9]=1)[CH3:2]. The yield is 0.280.